From a dataset of Full USPTO retrosynthesis dataset with 1.9M reactions from patents (1976-2016). Predict the reactants needed to synthesize the given product. (1) Given the product [C:4]([O:3][C:1]([N:8]1[CH2:13][CH2:12][C:11](=[N:17][NH:16][C:15]([O:19][C:20]([CH3:23])([CH3:22])[CH3:21])=[O:18])[CH2:10][CH2:9]1)=[O:2])([CH3:7])([CH3:6])[CH3:5], predict the reactants needed to synthesize it. The reactants are: [C:1]([N:8]1[CH2:13][CH2:12][C:11](=O)[CH2:10][CH2:9]1)([O:3][C:4]([CH3:7])([CH3:6])[CH3:5])=[O:2].[C:15]([O:19][C:20]([CH3:23])([CH3:22])[CH3:21])(=[O:18])[NH:16][NH2:17]. (2) Given the product [O:15]1[C:26]2([CH2:31][CH2:30][CH2:29][CH:28]([C:32]([O:34][CH3:35])=[O:33])[CH2:27]2)[O:18][CH2:17][CH2:16]1, predict the reactants needed to synthesize it. The reactants are: C[Si](OS(C(F)(F)F)(=O)=O)(C)C.C[Si](C)(C)[O:15][CH2:16][CH2:17][O:18][Si](C)(C)C.O=[C:26]1[CH2:31][CH2:30][CH2:29][CH:28]([C:32]([O:34][CH3:35])=[O:33])[CH2:27]1. (3) Given the product [NH2:27][C:25]1[CH:24]=[C:19]([CH:18]=[C:17]([CH2:16][CH2:15][C:11]2[CH:12]=[CH:13][CH:14]=[C:9]([NH:8][C:6]([O:5][C:1]([CH3:4])([CH3:3])[CH3:2])=[O:7])[CH:10]=2)[CH:26]=1)[C:20]([O:22][CH3:23])=[O:21], predict the reactants needed to synthesize it. The reactants are: [C:1]([O:5][C:6]([NH:8][C:9]1[CH:10]=[C:11]([C:15]#[C:16][C:17]2[CH:18]=[C:19]([CH:24]=[C:25]([N+:27]([O-])=O)[CH:26]=2)[C:20]([O:22][CH3:23])=[O:21])[CH:12]=[CH:13][CH:14]=1)=[O:7])([CH3:4])([CH3:3])[CH3:2]. (4) Given the product [CH2:25]([N:32]1[CH2:37][CH2:36][N:35]([C:19]([C:11]2[N:10]=[CH:9][N:8]([C@@H:3]3[CH2:4][CH2:5][CH2:6][CH2:7][C@:2]3([CH2:22][O:23][CH3:24])[OH:1])[C:12]=2[C:13]2[CH:18]=[CH:17][CH:16]=[CH:15][CH:14]=2)=[O:21])[C@H:34]([CH2:38][C:39]2[N:40]=[CH:41][NH:42][CH:43]=2)[CH2:33]1)[C:26]1[CH:27]=[CH:28][CH:29]=[CH:30][CH:31]=1, predict the reactants needed to synthesize it. The reactants are: [OH:1][C@@:2]1([CH2:22][O:23][CH3:24])[CH2:7][CH2:6][CH2:5][CH2:4][C@H:3]1[N:8]1[C:12]([C:13]2[CH:18]=[CH:17][CH:16]=[CH:15][CH:14]=2)=[C:11]([C:19]([OH:21])=O)[N:10]=[CH:9]1.[CH2:25]([N:32]1[CH2:37][CH2:36][NH:35][C@H:34]([CH2:38][C:39]2[N:40]=[CH:41][NH:42][CH:43]=2)[CH2:33]1)[C:26]1[CH:31]=[CH:30][CH:29]=[CH:28][CH:27]=1.CCN=C=NCCCN(C)C.Cl.C1C=CC2N(O)N=NC=2C=1.C(=O)([O-])O.[Na+]. (5) The reactants are: [NH2:1][C:2]1[C:3]([C:12]([NH:14][C:15]2([C:18]([O:20][CH3:21])=[O:19])[CH2:17][CH2:16]2)=[O:13])=[CH:4][C:5]2[C:10]([CH:11]=1)=[CH:9][CH:8]=[CH:7][CH:6]=2.[N:22]([C:25]1[C:30]([CH3:31])=[CH:29][C:28]([CH3:32])=[CH:27][C:26]=1[CH3:33])=[C:23]=[O:24]. Given the product [CH3:31][C:30]1[CH:29]=[C:28]([CH3:32])[CH:27]=[C:26]([CH3:33])[C:25]=1[NH:22][C:23]([NH:1][C:2]1[C:3]([C:12]([NH:14][C:15]2([C:18]([O:20][CH3:21])=[O:19])[CH2:16][CH2:17]2)=[O:13])=[CH:4][C:5]2[C:10]([CH:11]=1)=[CH:9][CH:8]=[CH:7][CH:6]=2)=[O:24], predict the reactants needed to synthesize it. (6) Given the product [CH3:10][C:9]1[CH:8]=[C:5]([CH:4]=[C:3]([CH3:11])[C:2]=1[O:1][CH2:19][CH2:20][NH:21][C:22]1[CH:26]=[C:25]([CH3:27])[O:24][N:23]=1)[CH:6]=[O:7], predict the reactants needed to synthesize it. The reactants are: [OH:1][C:2]1[C:9]([CH3:10])=[CH:8][C:5]([CH:6]=[O:7])=[CH:4][C:3]=1[CH3:11].C([O-])([O-])=O.[K+].[K+].Br[CH2:19][CH2:20][NH:21][C:22]1[CH:26]=[C:25]([CH3:27])[O:24][N:23]=1. (7) The reactants are: [F:1][C:2]1[C:10]([CH:11]=O)=[CH:9][CH:8]=[C:7]2[C:3]=1[CH:4]=[C:5]([CH3:13])[NH:6]2.[CH3:14][C:15]([S@@:18]([NH2:20])=[O:19])([CH3:17])[CH3:16]. Given the product [F:1][C:2]1[C:10]([CH:11]=[N:20][S@:18]([C:15]([CH3:17])([CH3:16])[CH3:14])=[O:19])=[CH:9][CH:8]=[C:7]2[C:3]=1[CH:4]=[C:5]([CH3:13])[NH:6]2, predict the reactants needed to synthesize it.